This data is from Drug-target binding data from BindingDB using IC50 measurements. The task is: Regression. Given a target protein amino acid sequence and a drug SMILES string, predict the binding affinity score between them. We predict pIC50 (pIC50 = -log10(IC50 in M); higher means more potent). Dataset: bindingdb_ic50. The small molecule is NCc1c(OCCO)cccc1OCCO. The target protein (P45845) has sequence DDPYNPYKYSDDNPYYNYYERPRPGSRYRPGYGTGYFQYGLPDLVPDPYYIQASTYVQKMSMYNLRCAAEENCLASTAYRADVRDYDHRVLLRFPQRVKNQGTSDFLPSRPRYSWEWHSCHQHYHSMDEFSHYDLLDASTQRRVAEGHKASFCLEDTSCDYGYHRRFACTAHTQGLSPGCYDTYNADIDCQWIDITDVKPGNYILKVSVNPSYLVPESDYSNNVVRCEIRYTGHHAYASGCTISPY. The pIC50 is 3.0.